Dataset: Forward reaction prediction with 1.9M reactions from USPTO patents (1976-2016). Task: Predict the product of the given reaction. (1) Given the reactants [NH2:1][C@H:2]([C:6]([OH:8])=[O:7])[CH2:3][CH2:4]O.C(=O)([O-])O.[Na+].O.Cl[C:16]([O:18][CH2:19][C:20]1[CH:25]=[CH:24][CH:23]=[CH:22][CH:21]=1)=[O:17], predict the reaction product. The product is: [O:8]=[C:6]1[C@@H:2]([NH:1][C:16](=[O:17])[O:18][CH2:19][C:20]2[CH:25]=[CH:24][CH:23]=[CH:22][CH:21]=2)[CH2:3][CH2:4][O:7]1. (2) Given the reactants [C:1]([O:5][C:6]([N:8]1[C:13]2[CH:14]=[C:15]([Cl:21])[C:16]([N:18]=[N+:19]=[N-:20])=[CH:17][C:12]=2[O:11][CH:10]([C:22]([N:24]2[CH2:29][CH2:28][C:27]([C:38]#[N:39])([CH2:30][C:31]3[CH:36]=[CH:35][C:34]([F:37])=[CH:33][CH:32]=3)[CH2:26][CH2:25]2)=[O:23])[CH2:9]1)=[O:7])([CH3:4])([CH3:3])[CH3:2].C(=O)([O-])[O-].[K+].[K+].O=[C:47]1O[C@H]([C@H](CO)O)C([O-])=[C:48]1O.[Na+].C[Si](C#C)(C)C, predict the reaction product. The product is: [C:1]([O:5][C:6]([N:8]1[C:13]2[CH:14]=[C:15]([Cl:21])[C:16]([N:18]3[CH:48]=[CH:47][N:20]=[N:19]3)=[CH:17][C:12]=2[O:11][CH:10]([C:22]([N:24]2[CH2:25][CH2:26][C:27]([C:38]#[N:39])([CH2:30][C:31]3[CH:36]=[CH:35][C:34]([F:37])=[CH:33][CH:32]=3)[CH2:28][CH2:29]2)=[O:23])[CH2:9]1)=[O:7])([CH3:4])([CH3:2])[CH3:3]. (3) Given the reactants C([C:5]1[CH:6]=[CH:7][C:8]2[C:9]3[C:10](=[N:26][N:27]([CH2:30][CH3:31])[C:28]=3[CH3:29])[C:11]([N:19](C([O-])=O)C([O-])=O)=[N:12][C:13]=2[C:14]=1C(C)(C)C)(C)(C)C.[O:32]1[CH2:37][CH2:36][C:35](=[O:38])[CH2:34][CH2:33]1.C(C1C=CC2C3C(=NN(CCC)C=3C)C(N(C([O-])=O)C([O-])=O)=NC=2C=1C(C)(C)C)(C)(C)C, predict the reaction product. The product is: [NH2:19][C:11]1[C:10]2=[N:26][N:27]([CH2:30][CH3:31])[C:28]([CH2:29][C:35]3([OH:38])[CH2:36][CH2:37][O:32][CH2:33][CH2:34]3)=[C:9]2[C:8]2[CH:7]=[CH:6][CH:5]=[CH:14][C:13]=2[N:12]=1.